This data is from NCI-60 drug combinations with 297,098 pairs across 59 cell lines. The task is: Regression. Given two drug SMILES strings and cell line genomic features, predict the synergy score measuring deviation from expected non-interaction effect. (1) Drug 1: CCC1(CC2CC(C3=C(CCN(C2)C1)C4=CC=CC=C4N3)(C5=C(C=C6C(=C5)C78CCN9C7C(C=CC9)(C(C(C8N6C)(C(=O)OC)O)OC(=O)C)CC)OC)C(=O)OC)O.OS(=O)(=O)O. Drug 2: CCC1=C2CN3C(=CC4=C(C3=O)COC(=O)C4(CC)O)C2=NC5=C1C=C(C=C5)O. Cell line: BT-549. Synergy scores: CSS=20.2, Synergy_ZIP=-5.40, Synergy_Bliss=0.666, Synergy_Loewe=-6.10, Synergy_HSA=2.18. (2) Drug 2: C1=CC(=C2C(=C1NCCNCCO)C(=O)C3=C(C=CC(=C3C2=O)O)O)NCCNCCO. Cell line: HL-60(TB). Synergy scores: CSS=32.3, Synergy_ZIP=2.89, Synergy_Bliss=-3.96, Synergy_Loewe=-15.9, Synergy_HSA=-2.51. Drug 1: CNC(=O)C1=CC=CC=C1SC2=CC3=C(C=C2)C(=NN3)C=CC4=CC=CC=N4. (3) Drug 1: CC1=C2C(C(=O)C3(C(CC4C(C3C(C(C2(C)C)(CC1OC(=O)C(C(C5=CC=CC=C5)NC(=O)OC(C)(C)C)O)O)OC(=O)C6=CC=CC=C6)(CO4)OC(=O)C)O)C)O. Drug 2: C1=NNC2=C1C(=O)NC=N2. Cell line: OVCAR-5. Synergy scores: CSS=7.99, Synergy_ZIP=-2.53, Synergy_Bliss=-3.96, Synergy_Loewe=-41.1, Synergy_HSA=-2.66.